Dataset: Forward reaction prediction with 1.9M reactions from USPTO patents (1976-2016). Task: Predict the product of the given reaction. (1) Given the reactants [NH2:1][CH:2]1[CH2:16][O:15][C:5]2=[CH:6][CH:7]=[C:8]3[C:13]([C:12](=[O:14])[NH:11][CH2:10][CH2:9]3)=[C:4]2[CH2:3]1.[F:17][C:18]1[CH:19]=[C:20]2[C:24](=[CH:25][CH:26]=1)[NH:23][CH:22]=[C:21]2[CH2:27][CH2:28][CH:29]=O.[BH3-]C#N.[Na+], predict the reaction product. The product is: [F:17][C:18]1[CH:19]=[C:20]2[C:24](=[CH:25][CH:26]=1)[NH:23][CH:22]=[C:21]2[CH2:27][CH2:28][CH2:29][NH:1][CH:2]1[CH2:16][O:15][C:5]2=[CH:6][CH:7]=[C:8]3[C:13]([C:12](=[O:14])[NH:11][CH2:10][CH2:9]3)=[C:4]2[CH2:3]1. (2) Given the reactants [C:1]([C:4]1[CH:16]=[C:15]([C:17]2[C:18]([CH3:23])=[N:19][O:20][C:21]=2[CH3:22])[CH:14]=[C:13]2[C:5]=1[C:6]1[CH:7]=[C:8]([C:24]([OH:26])=O)[CH:9]=[CH:10][C:11]=1[NH:12]2)(=[O:3])[NH2:2].CN(C(ON1N=NC2C=CC(=CC1=2)Cl)=[N+](C)C)C.F[P-](F)(F)(F)(F)F.[F:52][C@H:53]1[CH2:57][CH2:56][NH:55][CH2:54]1.O, predict the reaction product. The product is: [CH3:23][C:18]1[C:17]([C:15]2[CH:16]=[C:4]([C:1]([NH2:2])=[O:3])[C:5]3[C:6]4[C:11](=[CH:10][CH:9]=[C:8]([C:24]([N:55]5[CH2:56][CH2:57][C@H:53]([F:52])[CH2:54]5)=[O:26])[CH:7]=4)[NH:12][C:13]=3[CH:14]=2)=[C:21]([CH3:22])[O:20][N:19]=1. (3) The product is: [C:8]([O:12][C:13](=[O:24])[NH:14][C@H:15]1[CH2:21][CH2:20][C@@H:19]([CH3:22])[N:18]([S:31]([C:26]2[CH:27]=[CH:28][CH:29]=[CH:30][N:25]=2)(=[O:33])=[O:32])[CH2:17][C@@H:16]1[OH:23])([CH3:9])([CH3:11])[CH3:10]. Given the reactants C(N(CC)CC)C.[C:8]([O:12][C:13](=[O:24])[NH:14][C@H:15]1[CH2:21][CH2:20][C@@H:19]([CH3:22])[NH:18][CH2:17][C@@H:16]1[OH:23])([CH3:11])([CH3:10])[CH3:9].[N:25]1[CH:30]=[CH:29][CH:28]=[CH:27][C:26]=1[S:31](Cl)(=[O:33])=[O:32], predict the reaction product. (4) Given the reactants Br[C:2]1[CH:7]=[CH:6][C:5]([C:8]2[NH:9][C:10](=[O:24])[C:11]3[N:16]([CH:17]4[CH2:22][CH2:21][CH2:20][CH2:19][CH2:18]4)[N:15]=[C:14]([CH3:23])[C:12]=3[N:13]=2)=[C:4]([O:25][CH3:26])[CH:3]=1.C1(C)C=CC=CC=1P(C1C=CC=CC=1C)C1C=CC=CC=1C.C(N(CC)CC)C.[C:56]([O:60][CH3:61])(=[O:59])[CH:57]=[CH2:58], predict the reaction product. The product is: [CH:17]1([N:16]2[C:11]3[C:10](=[O:24])[NH:9][C:8]([C:5]4[CH:6]=[CH:7][C:2](/[CH:58]=[CH:57]/[C:56]([O:60][CH3:61])=[O:59])=[CH:3][C:4]=4[O:25][CH3:26])=[N:13][C:12]=3[C:14]([CH3:23])=[N:15]2)[CH2:22][CH2:21][CH2:20][CH2:19][CH2:18]1. (5) Given the reactants [NH2:1][C:2]1[S:3][C:4]([C:17]2[CH:22]=[CH:21][CH:20]=[C:19]([F:23])[CH:18]=2)=[C:5]([C:7]([N:9]2[C@H:14]([CH2:15][NH2:16])[CH2:13][C@H:12]3[C@@H:10]2[CH2:11]3)=[O:8])[N:6]=1.[CH2:24]([N:26]1[CH:30]=[C:29]([C:31](O)=[O:32])[C:28]([CH3:34])=[N:27]1)[CH3:25], predict the reaction product. The product is: [NH2:1][C:2]1[S:3][C:4]([C:17]2[CH:22]=[CH:21][CH:20]=[C:19]([F:23])[CH:18]=2)=[C:5]([C:7]([N:9]2[C@H:14]([CH2:15][NH:16][C:31]([C:29]3[C:28]([CH3:34])=[N:27][N:26]([CH2:24][CH3:25])[CH:30]=3)=[O:32])[CH2:13][C@H:12]3[C@@H:10]2[CH2:11]3)=[O:8])[N:6]=1. (6) Given the reactants [N:1]1[C:10]2[C:5](=[CH:6][C:7]([C:11]([NH:13][NH2:14])=[O:12])=[CH:8][CH:9]=2)[CH:4]=[CH:3][CH:2]=1.[C:15](=S)=[S:16].C(N(CC)CC)C.[Cl-].[NH4+].[Cl-].[Na+], predict the reaction product. The product is: [N:1]1[C:10]2[C:5](=[CH:6][C:7]([C:11]3[O:12][C:15]([SH:16])=[N:14][N:13]=3)=[CH:8][CH:9]=2)[CH:4]=[CH:3][CH:2]=1.